Predict the reaction yield, written as a fraction of the theoretical maximum amount of product (1.0 means a 100% yield; for example, 0.34 means a 34% yield). From a dataset of Reaction yield outcomes from USPTO patents with 853,638 reactions. (1) The reactants are [NH2:1][C:2]1[S:10][C:5]2[CH2:6][NH:7][CH2:8][CH2:9][C:4]=2[C:3]=1[C:11]([N:13]1[CH2:17][CH2:16][CH2:15][CH2:14]1)=[O:12].CCN=C=NCCCN(C)C.[CH:29]1[CH:30]=[CH:31][C:32]2[N:37](O)[N:36]=[N:35][C:33]=2[CH:34]=1.CN([CH:42]=[O:43])C. The catalyst is C(OCC)(=O)C. The product is [NH2:1][C:2]1[S:10][C:5]2[CH2:6][N:7]([C:42]([C:29]3[CH:30]=[CH:31][C:32]4[NH:37][N:36]=[N:35][C:33]=4[CH:34]=3)=[O:43])[CH2:8][CH2:9][C:4]=2[C:3]=1[C:11]([N:13]1[CH2:17][CH2:16][CH2:15][CH2:14]1)=[O:12]. The yield is 0.100. (2) The reactants are [C:1]([NH:8][C@H:9]([C:11]([OH:13])=O)[CH3:10])([O:3][C:4]([CH3:7])([CH3:6])[CH3:5])=[O:2].C1C=CC2N(O)N=NC=2C=1.Cl.[CH3:25][NH:26][O:27][CH3:28].C(N(CC)CC)C.C1(N=C=NC2CCCCC2)CCCCC1. The catalyst is ClCCl. The product is [C:4]([O:3][C:1]([NH:8][C@@H:9]([CH3:10])[C:11]([N:26]([O:27][CH3:28])[CH3:25])=[O:13])=[O:2])([CH3:5])([CH3:6])[CH3:7]. The yield is 0.810. (3) The reactants are [Br:1][C:2]1[CH:7]=[C:6]([C:8]2[C:9]([C:14]3[CH:19]=[CH:18][CH:17]=[CH:16][CH:15]=3)=[N:10][O:11][C:12]=2[CH3:13])[CH:5]=[CH:4][N:3]=1.[Br:20]N1C(=O)CCC1=O. The catalyst is C(Cl)(Cl)(Cl)Cl.C(Cl)Cl.CC(N=NC(C#N)(C)C)(C#N)C. The product is [Br:1][C:2]1[CH:7]=[C:6]([C:8]2[C:9]([C:14]3[CH:15]=[CH:16][CH:17]=[CH:18][CH:19]=3)=[N:10][O:11][C:12]=2[CH2:13][Br:20])[CH:5]=[CH:4][N:3]=1. The yield is 0.570.